This data is from Forward reaction prediction with 1.9M reactions from USPTO patents (1976-2016). The task is: Predict the product of the given reaction. (1) Given the reactants CCN(C(C)C)C(C)C.[C:10]1([CH3:24])[CH:15]=[CH:14][CH:13]=[C:12]([N:16]2[CH:20]=[C:19]([C:21]([OH:23])=O)[N:18]=[N:17]2)[CH:11]=1.CC1C=C(C=CC=1)N.C1C=CC2N(O)N=NC=2C=1.CCN=C=NCCCN(C)C.[NH2:54][CH2:55][C:56]([N:58]1[CH2:63][CH2:62][CH:61]([O:64][C:65]2[CH:70]=[C:69]([F:71])[CH:68]=[CH:67][C:66]=2[Cl:72])[CH2:60][CH2:59]1)=[O:57], predict the reaction product. The product is: [Cl:72][C:66]1[CH:67]=[CH:68][C:69]([F:71])=[CH:70][C:65]=1[O:64][CH:61]1[CH2:62][CH2:63][N:58]([C:56](=[O:57])[CH2:55][NH:54][C:21]([C:19]2[N:18]=[N:17][N:16]([C:12]3[CH:11]=[C:10]([CH3:24])[CH:15]=[CH:14][CH:13]=3)[CH:20]=2)=[O:23])[CH2:59][CH2:60]1. (2) Given the reactants [NH2:1][C:2]1[CH:7]=[CH:6][C:5]([C:8]#[N:9])=[CH:4][N:3]=1.C(N(CC)CC)C.[Cl:17][CH:18]([CH3:22])[C:19](Cl)=[O:20], predict the reaction product. The product is: [Cl:17][CH:18]([CH3:22])[C:19]([NH:1][C:2]1[CH:7]=[CH:6][C:5]([C:8]#[N:9])=[CH:4][N:3]=1)=[O:20].